Dataset: TCR-epitope binding with 47,182 pairs between 192 epitopes and 23,139 TCRs. Task: Binary Classification. Given a T-cell receptor sequence (or CDR3 region) and an epitope sequence, predict whether binding occurs between them. (1) The epitope is KAYNVTQAF. The TCR CDR3 sequence is CASSLSQAVGVQPQHF. Result: 1 (the TCR binds to the epitope). (2) The epitope is RLYYDSMSY. The TCR CDR3 sequence is CASSLRQGANTGELFF. Result: 0 (the TCR does not bind to the epitope). (3) The epitope is PKYVKQNTLKLAT. The TCR CDR3 sequence is CASKPGQLLNYGYTF. Result: 1 (the TCR binds to the epitope).